Dataset: Catalyst prediction with 721,799 reactions and 888 catalyst types from USPTO. Task: Predict which catalyst facilitates the given reaction. (1) Reactant: I[C:2]1[CH:3]=[C:4]([CH:12]=[CH:13][CH:14]=1)[O:5][C:6]1[CH:11]=[CH:10][CH:9]=[CH:8][N:7]=1.[N:15]1[CH:16]=[CH:17][N:18]2[C:31]=1[C:30]1[CH:29]=[C:28]([OH:32])[CH:27]=[CH:26][C:25]=1[C:24]1[CH:23]=[CH:22][CH:21]=[CH:20][C:19]2=1.N1C=CC=CC=1C(O)=O.O.P([O-])([O-])([O-])=O.[K+].[K+].[K+]. The catalyst class is: 419. Product: [N:7]1[CH:8]=[CH:9][CH:10]=[CH:11][C:6]=1[O:5][C:4]1[CH:3]=[C:2]([CH:14]=[CH:13][CH:12]=1)[O:32][C:28]1[CH:27]=[CH:26][C:25]2[C:24]3[CH:23]=[CH:22][CH:21]=[CH:20][C:19]=3[N:18]3[CH:17]=[CH:16][N:15]=[C:31]3[C:30]=2[CH:29]=1. (2) Reactant: [Cl:1][CH2:2][CH2:3][O:4][C:5]1[CH:23]=[CH:22][C:8]2[N:9]3[CH:14]=[C:13]([C:15]4[CH:20]=[CH:19][C:18]([NH2:21])=[CH:17][CH:16]=4)[N:12]=[C:10]3[S:11][C:7]=2[CH:6]=1.[C:24]([C:28]1[O:32][N:31]=[C:30]([NH:33][C:34](=O)[O:35]C2C=CC=CC=2)[CH:29]=1)([CH3:27])([CH3:26])[CH3:25]. Product: [C:24]([C:28]1[O:32][N:31]=[C:30]([NH:33][C:34]([NH:21][C:18]2[CH:19]=[CH:20][C:15]([C:13]3[N:12]=[C:10]4[N:9]([CH:14]=3)[C:8]3[CH:22]=[CH:23][C:5]([O:4][CH2:3][CH2:2][Cl:1])=[CH:6][C:7]=3[S:11]4)=[CH:16][CH:17]=2)=[O:35])[CH:29]=1)([CH3:27])([CH3:25])[CH3:26]. The catalyst class is: 1. (3) Reactant: [CH3:1][NH:2][C:3]1[N:8]=[C:7]([CH2:9][NH:10][C:11]2[CH:19]=[CH:18][CH:17]=[CH:16][C:12]=2[C:13]([OH:15])=O)[CH:6]=[CH:5][N:4]=1.[C:20]([O:24][C:25]([N:27]1[CH2:36][C:35]([CH3:38])([CH3:37])[C:34]2[C:29](=[CH:30][C:31]([NH2:39])=[CH:32][CH:33]=2)[CH2:28]1)=[O:26])([CH3:23])([CH3:22])[CH3:21].CN(C(ON1N=NC2C=CC=CC1=2)=[N+](C)C)C.[B-](F)(F)(F)F.CCN(C(C)C)C(C)C. Product: [C:20]([O:24][C:25]([N:27]1[CH2:36][C:35]([CH3:38])([CH3:37])[C:34]2[C:29](=[CH:30][C:31]([NH:39][C:13](=[O:15])[C:12]3[CH:16]=[CH:17][CH:18]=[CH:19][C:11]=3[NH:10][CH2:9][C:7]3[CH:6]=[CH:5][N:4]=[C:3]([NH:2][CH3:1])[N:8]=3)=[CH:32][CH:33]=2)[CH2:28]1)=[O:26])([CH3:23])([CH3:21])[CH3:22]. The catalyst class is: 3. (4) Reactant: CC(OC([N:8](C(OC(C)(C)C)=O)[N:9]([C:17]1[C:22]([F:23])=[C:21]([N:24]([CH2:26][C:27]2[O:28][CH:29]=[CH:30][CH:31]=2)[CH3:25])[N:20]=[C:19]([Cl:32])[N:18]=1)C(OC(C)(C)C)=O)=O)(C)C. Product: [Cl:32][C:19]1[N:20]=[C:21]([N:24]([CH2:26][C:27]2[O:28][CH:29]=[CH:30][CH:31]=2)[CH3:25])[C:22]([F:23])=[C:17]([NH:9][NH2:8])[N:18]=1. The catalyst class is: 240. (5) Reactant: [CH2:1]([N:3]1[CH2:8][CH2:7][C:6](=[N:9]O)[C:5]([F:12])([F:11])[CH2:4]1)[CH3:2].[AlH4-].[Li+]. Product: [CH2:1]([N:3]1[CH2:8][CH2:7][CH:6]([NH2:9])[C:5]([F:12])([F:11])[CH2:4]1)[CH3:2]. The catalyst class is: 7. (6) Reactant: [Cl:1][C:2]1[CH:7]=[CH:6][C:5]([C:8]([N:10]([CH3:34])[C@@H:11]2[CH2:16][CH2:15][N:14]([C:17]3[N:22]=[CH:21][C:20]([C:23]([OH:25])=O)=[CH:19][CH:18]=3)[CH2:13][C@H:12]2[C:26]2[CH:31]=[CH:30][C:29]([Cl:32])=[C:28]([Cl:33])[CH:27]=2)=[O:9])=[CH:4][CH:3]=1.C(Cl)(=O)C(Cl)=O.[CH3:41][N:42](C=O)C. Product: [Cl:1][C:2]1[CH:3]=[CH:4][C:5]([C:8]([N:10]([CH3:34])[C@@H:11]2[CH2:16][CH2:15][N:14]([C:17]3[N:22]=[CH:21][C:20]([C:23]([NH:42][CH3:41])=[O:25])=[CH:19][CH:18]=3)[CH2:13][C@H:12]2[C:26]2[CH:31]=[CH:30][C:29]([Cl:32])=[C:28]([Cl:33])[CH:27]=2)=[O:9])=[CH:6][CH:7]=1. The catalyst class is: 1. (7) Reactant: C([N:8]([CH2:16][CH2:17][C:18]1[CH:41]=[CH:40][C:21]([C:22]([NH:24][C@@H:25]([CH2:29][CH2:30][CH2:31][NH:32][CH2:33][C:34]2[CH:39]=[CH:38][CH:37]=[CH:36][N:35]=2)[C:26]([OH:28])=[O:27])=[O:23])=[CH:20][CH:19]=1)[CH2:9][C:10]1[CH:15]=[CH:14][CH:13]=[CH:12][N:11]=1)(OC(C)(C)C)=O.[ClH:42].O1CCOCC1. Product: [ClH:42].[N:11]1[CH:12]=[CH:13][CH:14]=[CH:15][C:10]=1[CH2:9][NH:8][CH2:16][CH2:17][C:18]1[CH:19]=[CH:20][C:21]([C:22]([NH:24][C@@H:25]([CH2:29][CH2:30][CH2:31][NH:32][CH2:33][C:34]2[CH:39]=[CH:38][CH:37]=[CH:36][N:35]=2)[C:26]([OH:28])=[O:27])=[O:23])=[CH:40][CH:41]=1. The catalyst class is: 5. (8) Reactant: C(OC(=O)[NH:7][CH2:8][CH2:9][N:10]([CH:15]1[CH:19]([O:20][Si](C(C)(C)C)(C)C)[CH2:18][N:17]([C:28](=[O:36])[C:29]2[CH:34]=[CH:33][C:32]([Cl:35])=[CH:31][CH:30]=2)[CH2:16]1)[C:11](=[O:14])[CH2:12][Cl:13])(C)(C)C. Product: [NH2:7][CH2:8][CH2:9][N:10]([CH:15]1[CH:19]([OH:20])[CH2:18][N:17]([C:28](=[O:36])[C:29]2[CH:30]=[CH:31][C:32]([Cl:35])=[CH:33][CH:34]=2)[CH2:16]1)[C:11](=[O:14])[CH2:12][Cl:13]. The catalyst class is: 89. (9) Reactant: [O:1]=[C:2]1[C:11]2[C:6](=[CH:7][C:8]([C:12]([O:14]C)=[O:13])=[CH:9][CH:10]=2)[CH:5]=[CH:4][NH:3]1.O1CCCC1.[OH-].[Li+]. Product: [O:1]=[C:2]1[C:11]2[C:6](=[CH:7][C:8]([C:12]([OH:14])=[O:13])=[CH:9][CH:10]=2)[CH:5]=[CH:4][NH:3]1. The catalyst class is: 6.